This data is from Catalyst prediction with 721,799 reactions and 888 catalyst types from USPTO. The task is: Predict which catalyst facilitates the given reaction. (1) Reactant: [NH2:1][C:2]1[CH:7]=[CH:6][C:5]([SH:8])=[C:4]([CH3:9])[CH:3]=1.[OH-].[Na+].Cl.Cl[CH2:14][C:15]1[N:16]([CH3:20])[CH:17]=[CH:18][N:19]=1.O. Product: [CH3:9][C:4]1[CH:3]=[C:2]([CH:7]=[CH:6][C:5]=1[S:8][CH2:14][C:15]1[N:16]([CH3:20])[CH:17]=[CH:18][N:19]=1)[NH2:1]. The catalyst class is: 5. (2) Reactant: [NH2:1][C:2]1[N:7]=[C:6](Cl)[N:5]=[C:4]([CH:9]([CH3:11])[CH3:10])[N:3]=1.Cl.[F:13][C:14]([F:28])([F:27])[C:15]1[CH:16]=[C:17]([CH:24]=[CH:25][CH:26]=1)[O:18][CH2:19][CH:20]([NH2:23])[CH2:21][CH3:22].C(=O)([O-])[O-].[K+].[K+].CN(C)C=O. Product: [NH2:1][C:2]1[N:3]=[C:4]([CH:9]([CH3:11])[CH3:10])[N:5]=[C:6]([NH:23][CH:20]([CH2:21][CH3:22])[CH2:19][O:18][C:17]2[CH:24]=[CH:25][CH:26]=[C:15]([C:14]([F:13])([F:27])[F:28])[CH:16]=2)[N:7]=1. The catalyst class is: 6. (3) Reactant: C([O:5][NH:6][C:7](=[O:21])[C:8]1[CH:13]=[CH:12][C:11]([C:14]2[CH:19]=[CH:18][CH:17]=[C:16]([NH2:20])[CH:15]=2)=[CH:10][CH:9]=1)(C)(C)C.[C:22]1([CH2:28][C:29](O)=[O:30])[CH:27]=[CH:26][CH:25]=[CH:24][CH:23]=1.C1N(P(Cl)(N2C(=O)OCC2)=O)C(=O)OC1. Product: [OH:5][NH:6][C:7](=[O:21])[C:8]1[CH:9]=[CH:10][C:11]([C:14]2[CH:19]=[CH:18][CH:17]=[C:16]([NH:20][C:29]([CH2:28][C:22]3[CH:27]=[CH:26][CH:25]=[CH:24][CH:23]=3)=[O:30])[CH:15]=2)=[CH:12][CH:13]=1. The catalyst class is: 56. (4) Reactant: [Cl:1][C:2]1[N:3]=[C:4]([C:9]([NH:11][C@H:12]2[CH2:17][CH2:16][N:15]([C:18](OC(C)(C)C)=[O:19])[CH2:14][C@H:13]2[O:25][CH3:26])=[O:10])[NH:5][C:6]=1[CH2:7][CH3:8].Cl.C(OCC)(=O)C.C(N(C(C)C)CC)(C)C. Product: [Cl:1][C:2]1[N:3]=[C:4]([C:9]([NH:11][C@H:12]2[CH2:17][CH2:16][N:15]([CH:18]=[O:19])[CH2:14][C@H:13]2[O:25][CH3:26])=[O:10])[NH:5][C:6]=1[CH2:7][CH3:8]. The catalyst class is: 5.